This data is from Forward reaction prediction with 1.9M reactions from USPTO patents (1976-2016). The task is: Predict the product of the given reaction. (1) The product is: [CH3:10][C@H:9]1[CH2:12][NH:1][C:2]2[C:3](=[CH:4][CH:5]=[CH:6][CH:7]=2)[NH:8]1. Given the reactants [NH2:1][C:2]1[CH:7]=[CH:6][CH:5]=[CH:4][C:3]=1[NH:8][C@@H:9]([CH3:12])[CH2:10]O.C1(P(C2C=CC=CC=2)C2C=CC=CC=2)C=CC=CC=1.C(Br)(Br)(Br)Br.C(N(CC)CC)C.N=[PH3], predict the reaction product. (2) The product is: [Cl:29][C:27]1[CH:26]=[CH:25][N:24]=[C:23]([Sn:13]([CH2:9][CH2:10][CH2:11][CH3:12])([CH2:14][CH2:15][CH2:16][CH3:17])[CH2:18][CH2:19][CH2:20][CH3:21])[N:28]=1. Given the reactants [Li+].CC([N-]C(C)C)C.[CH2:9]([SnH:13]([CH2:18][CH2:19][CH2:20][CH3:21])[CH2:14][CH2:15][CH2:16][CH3:17])[CH2:10][CH2:11][CH3:12].Cl[C:23]1[N:28]=[C:27]([Cl:29])[CH:26]=[CH:25][N:24]=1, predict the reaction product.